Predict the reactants needed to synthesize the given product. From a dataset of Full USPTO retrosynthesis dataset with 1.9M reactions from patents (1976-2016). (1) Given the product [F:1][C:2]1[CH:10]=[CH:9][C:5]([C:6]([O:8][CH3:12])=[O:7])=[C:4]([OH:11])[CH:3]=1, predict the reactants needed to synthesize it. The reactants are: [F:1][C:2]1[CH:10]=[CH:9][C:5]([C:6]([OH:8])=[O:7])=[C:4]([OH:11])[CH:3]=1.[CH3:12]CCCCC.C[Si](C=[N+]=[N-])(C)C. (2) Given the product [CH3:1][O:2][C:3](=[O:18])[C@@H:4]([NH:8][S:9]([C:11]1[CH:16]=[CH:15][C:14]([C:20]#[C:19][C:21]2[CH:28]=[CH:27][C:24]([CH:25]=[O:26])=[CH:23][CH:22]=2)=[CH:13][CH:12]=1)=[O:10])[C@H:5]([OH:7])[CH3:6], predict the reactants needed to synthesize it. The reactants are: [CH3:1][O:2][C:3](=[O:18])[C@@H:4]([NH:8][S:9]([C:11]1[CH:16]=[CH:15][C:14](Br)=[CH:13][CH:12]=1)=[O:10])[C@H:5]([OH:7])[CH3:6].[C:19]([C:21]1[CH:28]=[CH:27][C:24]([CH:25]=[O:26])=[CH:23][CH:22]=1)#[CH:20].C1C=CC(P(C2C=CC=CC=2)C2C=CC=CC=2)=CC=1.C(NCCC)CC. (3) The reactants are: Cl.C[N:3](C)CCCN=C=NCC.O.ON1C2C=CC=CC=2N=N1.N.[C:25]1(=[C:31]([C:43]2[CH:48]=[CH:47][C:46]([OH:49])=[CH:45][CH:44]=2)[C:32]2[CH:37]=[CH:36][C:35](/[CH:38]=[CH:39]/[C:40](O)=[O:41])=[CH:34][CH:33]=2)[CH2:30][CH2:29][CH2:28][CH2:27][CH2:26]1. Given the product [C:25]1(=[C:31]([C:43]2[CH:48]=[CH:47][C:46]([OH:49])=[CH:45][CH:44]=2)[C:32]2[CH:37]=[CH:36][C:35](/[CH:38]=[CH:39]/[C:40]([NH2:3])=[O:41])=[CH:34][CH:33]=2)[CH2:30][CH2:29][CH2:28][CH2:27][CH2:26]1, predict the reactants needed to synthesize it. (4) Given the product [CH2:1]([CH:3]([C:6]1[C:10]([CH:11]=[O:12])=[CH:9][N:8]([C:13]2[CH:18]=[CH:17][C:16]([C:19]([F:21])([F:22])[F:20])=[CH:15][N:14]=2)[N:7]=1)[CH2:4][CH3:5])[CH3:2], predict the reactants needed to synthesize it. The reactants are: [CH2:1]([CH:3]([C:6]1[C:10]([CH2:11][OH:12])=[CH:9][N:8]([C:13]2[CH:18]=[CH:17][C:16]([C:19]([F:22])([F:21])[F:20])=[CH:15][N:14]=2)[N:7]=1)[CH2:4][CH3:5])[CH3:2].